Task: Predict which catalyst facilitates the given reaction.. Dataset: Catalyst prediction with 721,799 reactions and 888 catalyst types from USPTO (1) Reactant: [F:1][C:2]([F:30])([F:29])[O:3][C:4]1[CH:9]=[CH:8][C:7]([S:10]([NH:13][C:14]2[CH:15]=[C:16]3[O:23][CH2:22][CH:21]([NH:24][C:25](=O)[CH2:26][CH3:27])[CH2:20][C:17]3=[N:18][CH:19]=2)(=[O:12])=[O:11])=[CH:6][CH:5]=1.B.C1COCC1. Product: [CH2:25]([NH:24][CH:21]1[CH2:22][O:23][C:16]2[C:17](=[N:18][CH:19]=[C:14]([NH:13][S:10]([C:7]3[CH:8]=[CH:9][C:4]([O:3][C:2]([F:29])([F:1])[F:30])=[CH:5][CH:6]=3)(=[O:12])=[O:11])[CH:15]=2)[CH2:20]1)[CH2:26][CH3:27]. The catalyst class is: 1. (2) Reactant: [F:1][C:2]1[CH:7]=[CH:6][C:5]([C:8]2[C:16]3[O:15][C:14]([CH:17]([CH3:19])[CH3:18])=[N:13][C:12]=3[CH:11]=[C:10]([C:20](O)=[O:21])[CH:9]=2)=[CH:4][CH:3]=1.[Cl-].[Na+].Cl.[CH3:26][C:27]1[N:31]=[C:30]([CH:32]([NH2:34])[CH3:33])[O:29][N:28]=1.CN1CCOCC1.Cl.CN(C)CCN=C=NCC.ON1C2N=CC=CC=2N=N1. Product: [F:1][C:2]1[CH:3]=[CH:4][C:5]([C:8]2[C:16]3[O:15][C:14]([CH:17]([CH3:19])[CH3:18])=[N:13][C:12]=3[CH:11]=[C:10]([C:20]([NH:34][C@@H:32]([C:30]3[O:29][N:28]=[C:27]([CH3:26])[N:31]=3)[CH3:33])=[O:21])[CH:9]=2)=[CH:6][CH:7]=1. The catalyst class is: 9. (3) Reactant: Cl[C:2]1[N:3]=[C:4]([NH:11][C:12]2[CH:17]=[CH:16][CH:15]=[C:14]([N:18]3[CH2:22][CH2:21][CH2:20][C@@H:19]3[CH3:23])[CH:13]=2)[C:5]2[N:10]=[CH:9][S:8][C:6]=2[N:7]=1.[CH3:24][O:25][C:26]1[N:31]=[CH:30][C:29](B(O)O)=[CH:28][CH:27]=1.CC(C1C=C(C(C)C)C(C2C=CC=CC=2P(C2CCCCC2)C2CCCCC2)=C(C(C)C)C=1)C.C(=O)([O-])[O-].[Na+].[Na+]. Product: [CH3:24][O:25][C:26]1[N:31]=[CH:30][C:29]([C:2]2[N:3]=[C:4]([NH:11][C:12]3[CH:17]=[CH:16][CH:15]=[C:14]([N:18]4[CH2:22][CH2:21][CH2:20][C@@H:19]4[CH3:23])[CH:13]=3)[C:5]3[N:10]=[CH:9][S:8][C:6]=3[N:7]=2)=[CH:28][CH:27]=1. The catalyst class is: 488.